Dataset: HIV replication inhibition screening data with 41,000+ compounds from the AIDS Antiviral Screen. Task: Binary Classification. Given a drug SMILES string, predict its activity (active/inactive) in a high-throughput screening assay against a specified biological target. The drug is COc1cnc2cc(C(=O)O)c3c([N+](=O)[O-])cccc3c2c1. The result is 0 (inactive).